This data is from Peptide-MHC class I binding affinity with 185,985 pairs from IEDB/IMGT. The task is: Regression. Given a peptide amino acid sequence and an MHC pseudo amino acid sequence, predict their binding affinity value. This is MHC class I binding data. The peptide sequence is VLGMLIPLSVCSV. The MHC is HLA-A02:06 with pseudo-sequence HLA-A02:06. The binding affinity (normalized) is 0.306.